From a dataset of Forward reaction prediction with 1.9M reactions from USPTO patents (1976-2016). Predict the product of the given reaction. (1) Given the reactants [F:1][C:2]([F:20])([C:7]1[CH:11]=[C:10]([NH2:12])[N:9]([C:13]2[CH:18]=[CH:17][C:16]([CH3:19])=[CH:15][CH:14]=2)[N:8]=1)[C:3]([F:6])([F:5])[F:4].C(=O)(O)[O-].[Na+].Cl[C:27]([O:29][C:30]1[CH:35]=[CH:34][CH:33]=[CH:32][CH:31]=1)=[O:28].CCCCCC, predict the reaction product. The product is: [F:20][C:2]([F:1])([C:7]1[CH:11]=[C:10]([NH:12][C:27](=[O:28])[O:29][C:30]2[CH:35]=[CH:34][CH:33]=[CH:32][CH:31]=2)[N:9]([C:13]2[CH:18]=[CH:17][C:16]([CH3:19])=[CH:15][CH:14]=2)[N:8]=1)[C:3]([F:6])([F:5])[F:4]. (2) Given the reactants [CH2:1]([O:3][C:4]1[CH:5]=[C:6]([CH:25]=[C:26]([O:33][CH2:34][CH3:35])[C:27]=1[N:28]1[CH:32]=[CH:31][CH:30]=[CH:29]1)[CH2:7][N:8]1[CH2:13][CH2:12][CH:11]([NH:14][C:15]2[O:16][C:17]3[C:18](=[C:20]([NH2:24])[CH:21]=[CH:22][CH:23]=3)[N:19]=2)[CH2:10][CH2:9]1)[CH3:2].[C:36]([CH2:40][CH2:41][C:42](Cl)=[O:43])([O:38][CH3:39])=[O:37], predict the reaction product. The product is: [CH3:39][O:38][C:36](=[O:37])[CH2:40][CH2:41][C:42]([NH:24][C:20]1[C:18]2[N:19]=[C:15]([NH:14][CH:11]3[CH2:12][CH2:13][N:8]([CH2:7][C:6]4[CH:25]=[C:26]([O:33][CH2:34][CH3:35])[C:27]([N:28]5[CH:32]=[CH:31][CH:30]=[CH:29]5)=[C:4]([O:3][CH2:1][CH3:2])[CH:5]=4)[CH2:9][CH2:10]3)[O:16][C:17]=2[CH:23]=[CH:22][CH:21]=1)=[O:43].